From a dataset of Peptide-MHC class II binding affinity with 134,281 pairs from IEDB. Regression. Given a peptide amino acid sequence and an MHC pseudo amino acid sequence, predict their binding affinity value. This is MHC class II binding data. (1) The peptide sequence is LRPTFDTRLMRLEDE. The MHC is DRB1_0802 with pseudo-sequence DRB1_0802. The binding affinity (normalized) is 0.0942. (2) The peptide sequence is LDYKECEWPLTHTIG. The MHC is DRB3_0202 with pseudo-sequence DRB3_0202. The binding affinity (normalized) is 0. (3) The peptide sequence is APKVAATAANAAPAN. The MHC is HLA-DPA10103-DPB10301 with pseudo-sequence HLA-DPA10103-DPB10301. The binding affinity (normalized) is 0.436. (4) The peptide sequence is TDIAEMGANLCVERV. The MHC is HLA-DQA10201-DQB10303 with pseudo-sequence HLA-DQA10201-DQB10303. The binding affinity (normalized) is 0.441. (5) The peptide sequence is NQFCIKVLNPYMPTVIE. The MHC is DRB1_0401 with pseudo-sequence DRB1_0401. The binding affinity (normalized) is 0.454. (6) The peptide sequence is ECGGILQAYDLRDAP. The MHC is DRB1_1501 with pseudo-sequence DRB1_1501. The binding affinity (normalized) is 0.535. (7) The peptide sequence is GKLYSILKIQSPLFT. The MHC is DRB1_0802 with pseudo-sequence DRB1_0802. The binding affinity (normalized) is 0.614.